From a dataset of Forward reaction prediction with 1.9M reactions from USPTO patents (1976-2016). Predict the product of the given reaction. (1) Given the reactants [N:1]1[CH:6]=[CH:5][CH:4]=[CH:3][C:2]=1[CH:7]=[CH:8][C:9]([OH:11])=O.[O:12]1[CH:16]=[CH:15][CH:14]=[C:13]1[C:17]1[O:21][N:20]=[C:19]([NH2:22])[CH:18]=1.C1C=CC2N(O)N=NC=2C=1.C(Cl)CCl, predict the reaction product. The product is: [O:12]1[CH:16]=[CH:15][CH:14]=[C:13]1[C:17]1[O:21][N:20]=[C:19]([NH:22][C:9](=[O:11])[CH:8]=[CH:7][C:2]2[CH:3]=[CH:4][CH:5]=[CH:6][N:1]=2)[CH:18]=1. (2) Given the reactants [Cl:1][C:2]1[CH:3]=[CH:4][C:5]([C:8]([NH:27][C:28]([NH2:30])=[S:29])([C:16]2[CH:21]=[C:20]([C:22]([F:25])([F:24])[F:23])[CH:19]=[C:18]([F:26])[CH:17]=2)[CH2:9][C:10]2[CH:15]=[CH:14][CH:13]=[CH:12][CH:11]=2)=[N:6][CH:7]=1.Br[CH2:32][C:33](=O)[C:34]([F:37])([F:36])[F:35], predict the reaction product. The product is: [Cl:1][C:2]1[CH:3]=[CH:4][C:5]([C:8]([NH:27][C:28]2[S:29][CH:32]=[C:33]([C:34]([F:37])([F:36])[F:35])[N:30]=2)([C:16]2[CH:21]=[C:20]([C:22]([F:23])([F:25])[F:24])[CH:19]=[C:18]([F:26])[CH:17]=2)[CH2:9][C:10]2[CH:11]=[CH:12][CH:13]=[CH:14][CH:15]=2)=[N:6][CH:7]=1. (3) Given the reactants I[CH2:2][CH2:3][CH2:4][Si:5]([CH3:35])([CH3:34])[CH2:6][CH2:7][C:8]1[C:20]2[CH2:19][N:18]3[C:13](=[CH:14][C:15]4[C@:25]([CH2:27][CH3:28])([OH:26])[C:24](=[O:29])[O:23][CH2:22][C:16]=4[C:17]3=[O:21])[C:12]=2[N:11]=[C:10]2[CH:30]=[CH:31][CH:32]=[CH:33][C:9]=12.[P:36]([O:41]C)([O:39][CH3:40])[O:37][CH3:38], predict the reaction product. The product is: [CH3:38][O:37][P:36]([CH2:2][CH2:3][CH2:4][Si:5]([CH2:6][CH2:7][C:8]1[C:20]2[CH2:19][N:18]3[C:13](=[CH:14][C:15]4[C@:25]([CH2:27][CH3:28])([OH:26])[C:24](=[O:29])[O:23][CH2:22][C:16]=4[C:17]3=[O:21])[C:12]=2[N:11]=[C:10]2[CH:30]=[CH:31][CH:32]=[CH:33][C:9]=12)([CH3:35])[CH3:34])(=[O:41])[O:39][CH3:40]. (4) Given the reactants [Br-].C([P+]([C:18]1[CH:23]=[CH:22][CH:21]=[CH:20][CH:19]=1)([C:18]1[CH:23]=[CH:22][CH:21]=[CH:20][CH:19]=1)[C:18]1[CH:23]=[CH:22][CH:21]=[CH:20][CH:19]=1)CC.[Li]CCCC.[C:29]([N:36]1CC[CH2:39][CH2:38][CH:37]1C=O)([O:31][C:32]([CH3:35])([CH3:34])[CH3:33])=[O:30].CCOC(C)=O.CCCCCC, predict the reaction product. The product is: [C:29]([N:36]1[CH2:37][CH2:38][CH2:39][CH2:19][CH:20]1/[CH:21]=[CH:22]\[CH2:23][CH3:18])([O:31][C:32]([CH3:33])([CH3:34])[CH3:35])=[O:30]. (5) Given the reactants [Cl:1][C:2]1[CH:8]=[C:7]([N+:9]([O-:11])=[O:10])[CH:6]=[CH:5][C:3]=1[NH2:4].[C:12](O[C:12]([O:14][C:15]([CH3:18])([CH3:17])[CH3:16])=[O:13])([O:14][C:15]([CH3:18])([CH3:17])[CH3:16])=[O:13], predict the reaction product. The product is: [C:15]([O:14][C:12]([N:4]([C:12]([O:14][C:15]([CH3:18])([CH3:17])[CH3:16])=[O:13])[C:3]1[CH:5]=[CH:6][C:7]([N+:9]([O-:11])=[O:10])=[CH:8][C:2]=1[Cl:1])=[O:13])([CH3:18])([CH3:17])[CH3:16]. (6) Given the reactants [Cl:1][C:2]1[CH:7]=[CH:6][C:5]([C:8]2[N:12]([CH:13]([CH:16]3[CH2:21][CH2:20][CH2:19][CH2:18][CH2:17]3)[CH2:14][OH:15])[C:11]3[CH:22]=[C:23]([F:27])[C:24]([F:26])=[CH:25][C:10]=3[N:9]=2)=[CH:4][CH:3]=1.[CH3:28][O:29][C:30]([C:32]1[CH:37]=[CH:36][C:35](O)=[CH:34][N:33]=1)=[O:31], predict the reaction product. The product is: [CH3:28][O:29][C:30]([C:32]1[CH:37]=[CH:36][C:35]([O:15][CH2:14][CH:13]([N:12]2[C:11]3[CH:22]=[C:23]([F:27])[C:24]([F:26])=[CH:25][C:10]=3[N:9]=[C:8]2[C:5]2[CH:6]=[CH:7][C:2]([Cl:1])=[CH:3][CH:4]=2)[CH:16]2[CH2:17][CH2:18][CH2:19][CH2:20][CH2:21]2)=[CH:34][N:33]=1)=[O:31]. (7) Given the reactants [H-].[Na+].[I-].[CH3:4][S+](C)(C)=O.[CH3:9][O:10][C:11]1[C:16]([CH3:17])=[CH:15][C:14]([N+:18]([O-:20])=[O:19])=[CH:13][N:12]=1, predict the reaction product. The product is: [CH3:9][O:10][C:11]1[C:16]([CH3:17])=[CH:15][C:14]([N+:18]([O-:20])=[O:19])=[C:13]([CH3:4])[N:12]=1. (8) Given the reactants [N:1]1[CH:6]=[C:5]([C@@H:7]2[CH2:12][CH2:11][CH2:10][N:8]2[CH3:9])[CH:4]=[CH:3][CH:2]=1.[Br:13][CH2:14][CH2:15][CH2:16][CH2:17][CH2:18][CH2:19][CH2:20][CH2:21][CH2:22][CH:23]=[CH2:24], predict the reaction product. The product is: [Br-:13].[CH3:9][N:8]1[CH2:10][CH2:11][CH2:12][C@H:7]1[C:5]1[CH:6]=[N+:1]([CH2:24][CH2:23][CH2:22][CH2:21][CH2:20][CH2:19][CH2:18][CH2:17][CH2:16][CH:15]=[CH2:14])[CH:2]=[CH:3][CH:4]=1. (9) Given the reactants [CH3:1][O:2][C:3](=[O:11])[CH2:4]/[N:5]=[CH:6]/[CH2:7][CH:8]([CH3:10])[CH3:9].[Cl:12][C:13]1[C:14]([F:31])=[C:15](/[CH:19]=[C:20](/[C:23]2[CH:28]=[CH:27]C(Cl)=[CH:25][C:24]=2[F:30])\[C:21]#[N:22])[CH:16]=[CH:17][CH:18]=1.[CH2:32](N(CC)CC)C.Cl[CH2:40][Cl:41], predict the reaction product. The product is: [CH3:1][O:2][C:3]([CH:4]1[CH:19]([C:15]2[CH:16]=[CH:17][CH:18]=[C:13]([Cl:12])[C:14]=2[F:31])[C:20]([C:23]2[CH:28]=[CH:27][C:40]([Cl:41])=[CH:25][C:24]=2[F:30])([C:21]#[N:22])[CH:6]([CH2:7][C:8]([CH3:32])([CH3:9])[CH3:10])[NH:5]1)=[O:11].